Dataset: Forward reaction prediction with 1.9M reactions from USPTO patents (1976-2016). Task: Predict the product of the given reaction. (1) The product is: [O:8]=[C:7]1[C:6]2[C:5](=[CH:12][CH:11]=[CH:10][CH:9]=2)[C:4](=[O:13])[N:3]1[O:2][C:16](=[N:15][CH3:14])[C:17]1[CH:22]=[CH:21][CH:20]=[CH:19][CH:18]=1. Given the reactants [Na].[OH:2][N:3]1[C:7](=[O:8])[C:6]2=[CH:9][CH:10]=[CH:11][CH:12]=[C:5]2[C:4]1=[O:13].[CH3:14][N:15]=[C:16](Cl)[C:17]1[CH:22]=[CH:21][CH:20]=[CH:19][CH:18]=1.O, predict the reaction product. (2) Given the reactants [C:1]([O:5][C:6](=[O:27])[N:7]([C@H:9]([C:11](=[O:26])[NH:12][C@H:13]1[CH2:19][S:18][C:17]2[C:20]([NH2:24])=[CH:21][CH:22]=[CH:23][C:16]=2[NH:15][C:14]1=[O:25])[CH3:10])[CH3:8])([CH3:4])([CH3:3])[CH3:2].C([O-])([O-])=O.[K+].[K+].Br[CH2:35][C:36]1[C:45]2[C:40](=[CH:41][CH:42]=[CH:43][CH:44]=2)[CH:39]=[CH:38][CH:37]=1, predict the reaction product. The product is: [C:1]([O:5][C:6](=[O:27])[N:7]([C@H:9]([C:11](=[O:26])[NH:12][C@H:13]1[CH2:19][S:18][C:17]2[C:20]([NH2:24])=[CH:21][CH:22]=[CH:23][C:16]=2[N:15]([CH2:35][C:36]2[C:45]3[C:40](=[CH:41][CH:42]=[CH:43][CH:44]=3)[CH:39]=[CH:38][CH:37]=2)[C:14]1=[O:25])[CH3:10])[CH3:8])([CH3:2])([CH3:3])[CH3:4]. (3) Given the reactants [N:1]1[CH:2]=[CH:3][N:4]2[C:9]([CH2:10][C:11]([OH:13])=O)=[CH:8][CH:7]=[CH:6][C:5]=12.[Br:14][C:15]1[C:16]([C:21]2[NH:25][N:24]=[CH:23][N:22]=2)=[C:17]([NH2:20])[S:18][CH:19]=1, predict the reaction product. The product is: [Br:14][C:15]1[C:16]([C:21]2[NH:25][N:24]=[CH:23][N:22]=2)=[C:17]([NH:20][C:11](=[O:13])[CH2:10][C:9]2[N:4]3[CH:3]=[CH:2][N:1]=[C:5]3[CH:6]=[CH:7][CH:8]=2)[S:18][CH:19]=1. (4) Given the reactants C[O:2][C:3]1[CH:21]=[CH:20][C:6]2[NH:7][CH2:8][CH:9]([C:12]3[CH:17]=[CH:16][C:15]([O:18]C)=[CH:14][CH:13]=3)[CH2:10][O:11][C:5]=2[CH:4]=1.Cl.N1C=CC=CC=1.C[O-].[Na+], predict the reaction product. The product is: [OH:18][C:15]1[CH:14]=[CH:13][C:12]([CH:9]2[CH2:8][NH:7][C:6]3[CH:20]=[CH:21][C:3]([OH:2])=[CH:4][C:5]=3[O:11][CH2:10]2)=[CH:17][CH:16]=1. (5) Given the reactants [CH:1]1([C:4]2[CH:5]=[N:6][C:7]([N:14]([C:21]3[CH:22]=[C:23]4[C:27](=[CH:28][CH:29]=3)[N:26]([CH2:30][C:31]3[CH:36]=[CH:35][CH:34]=[C:33]([F:37])[CH:32]=3)[CH:25]=[CH:24]4)C(=O)C(F)(F)F)=[C:8]([CH:13]=2)[C:9]([O:11]C)=[O:10])[CH2:3][CH2:2]1.[OH-].[Na+], predict the reaction product. The product is: [CH:1]1([C:4]2[CH:5]=[N:6][C:7]([NH:14][C:21]3[CH:22]=[C:23]4[C:27](=[CH:28][CH:29]=3)[N:26]([CH2:30][C:31]3[CH:36]=[CH:35][CH:34]=[C:33]([F:37])[CH:32]=3)[CH:25]=[CH:24]4)=[C:8]([CH:13]=2)[C:9]([OH:11])=[O:10])[CH2:3][CH2:2]1.